This data is from Reaction yield outcomes from USPTO patents with 853,638 reactions. The task is: Predict the reaction yield, written as a fraction of the theoretical maximum amount of product (1.0 means a 100% yield; for example, 0.34 means a 34% yield). (1) The reactants are [C:1]([C:4]1[CH:17]=[C:16]([C:18]([CH2:21][CH3:22])=[CH:19][CH3:20])[CH:15]=[CH:14][C:5]=1[O:6][CH2:7][C:8](=[O:13])C(C)(C)C)(=O)[CH3:2].[CH2:23]1[CH2:33]CN2C(=NCCC2)CC1.[OH2:34]. The catalyst is CN(C=O)C. The product is [CH2:33]([O:34][C:8]([C:7]1[O:6][C:5]2[CH:14]=[CH:15][C:16]([C:18]([CH2:21][CH3:22])=[CH:19][CH3:20])=[CH:17][C:4]=2[C:1]=1[CH3:2])=[O:13])[CH3:23]. The yield is 0.710. (2) The reactants are [Cl:1][C:2]1[CH:7]=[CH:6][CH:5]=[CH:4][C:3]=1[CH:8]([OH:12])[C:9](O)=O.[CH2:13]([NH:19][C:20](=[S:23])[NH:21][NH2:22])[CH2:14][CH2:15][CH2:16][CH2:17][CH3:18]. The catalyst is CN(C=O)C. The product is [Cl:1][C:2]1[CH:7]=[CH:6][CH:5]=[CH:4][C:3]=1[CH:8]([OH:12])[C:9]1[N:19]([CH:13]2[CH2:18][CH2:17][CH2:16][CH2:15][CH2:14]2)[C:20](=[S:23])[NH:21][N:22]=1. The yield is 0.560. (3) The reactants are Cl[C:2]1[NH:3][C:4]([C:13]2[C:14]([F:19])=[N:15][CH:16]=[CH:17][CH:18]=2)=[C:5]([CH3:12])[C:6]=1[C:7]([O:9][CH2:10][CH3:11])=[O:8].C(N(CC)CC)C. The catalyst is C(O)C.[C].[Pd]. The product is [F:19][C:14]1[C:13]([C:4]2[NH:3][CH:2]=[C:6]([C:7]([O:9][CH2:10][CH3:11])=[O:8])[C:5]=2[CH3:12])=[CH:18][CH:17]=[CH:16][N:15]=1. The yield is 0.900. (4) The product is [CH3:1][C:2]1[C:10]2[C:5](=[C:6]([CH3:11])[CH:7]=[CH:8][CH:9]=2)[NH:4][C:3]=1[CH2:12][N:13]([CH3:18])[C:14](=[O:17])/[CH:15]=[CH:16]/[C:20]1[CH:31]=[N:30][C:23]2[NH:24][C:25](=[O:29])[CH2:26][CH2:27][CH2:28][C:22]=2[CH:21]=1. The yield is 0.0740. The catalyst is CN(C=O)C.CC([O-])=O.CC([O-])=O.[Pd+2]. The reactants are [CH3:1][C:2]1[C:10]2[C:5](=[C:6]([CH3:11])[CH:7]=[CH:8][CH:9]=2)[NH:4][C:3]=1[CH2:12][N:13]([CH3:18])[C:14](=[O:17])[CH:15]=[CH2:16].Br[C:20]1[CH:31]=[N:30][C:23]2[NH:24][C:25](=[O:29])[CH2:26][CH2:27][CH2:28][C:22]=2[CH:21]=1.CCN(C(C)C)C(C)C.CC1C=CC=CC=1P(C1C=CC=CC=1C)C1C=CC=CC=1C.